This data is from CYP2D6 substrate classification data from Carbon-Mangels et al.. The task is: Regression/Classification. Given a drug SMILES string, predict its absorption, distribution, metabolism, or excretion properties. Task type varies by dataset: regression for continuous measurements (e.g., permeability, clearance, half-life) or binary classification for categorical outcomes (e.g., BBB penetration, CYP inhibition). Dataset: cyp2d6_substrate_carbonmangels. (1) The molecule is C[C@H]1COc2c(N3CCN(C)CC3)c(F)cc3c(=O)c(C(=O)O)cn1c23. The result is 0 (non-substrate). (2) The molecule is COCC(=O)O[C@]1(CCN(C)CCCc2nc3ccccc3[nH]2)CCc2cc(F)ccc2[C@@H]1C(C)C. The result is 0 (non-substrate). (3) The drug is COC(=O)[C@H](c1ccccc1Cl)N1CCc2sccc2C1. The result is 0 (non-substrate). (4) The compound is COc1cc2c(c(OC)c1OC)-c1ccc(OC)c(=O)cc1[C@@H](NC(C)=O)CC2. The result is 0 (non-substrate).